This data is from Full USPTO retrosynthesis dataset with 1.9M reactions from patents (1976-2016). The task is: Predict the reactants needed to synthesize the given product. (1) Given the product [F:1][C:2]1[C:7]([F:8])=[CH:6][C:5]([N+:9]([O-:11])=[O:10])=[CH:4][C:3]=1[C@:12]12[CH2:20][O:19][C@H:18]([CH:21]([F:22])[F:23])[C@H:17]1[CH2:16][S:15][C:14]([NH:24][C:25](=[O:26])[O:27][C:28]([CH3:31])([CH3:30])[CH3:29])=[N:13]2, predict the reactants needed to synthesize it. The reactants are: [F:1][C:2]1[C:7]([F:8])=[CH:6][C:5]([N+:9]([O-:11])=[O:10])=[CH:4][C:3]=1[C@:12]12[CH2:20][O:19][C@H:18]([CH:21]([F:23])[F:22])[C@H:17]1[CH2:16][S:15][C:14]([NH2:24])=[N:13]2.[C:25](O[C:25]([O:27][C:28]([CH3:31])([CH3:30])[CH3:29])=[O:26])([O:27][C:28]([CH3:31])([CH3:30])[CH3:29])=[O:26].C(=O)(O)[O-].[Na+]. (2) Given the product [O:1]1[CH:5]=[CH:4][CH:3]=[C:2]1[CH2:6][O:7][CH2:8][C:9]1[CH:10]=[C:11]([CH:14]=[CH:15][CH:16]=1)[CH2:12][NH:13][C:23]([N:22]1[C:17](=[O:18])[C:24]2[C:25](=[N:26][CH:27]=[CH:28][CH:29]=2)[S:21]1)=[O:30], predict the reactants needed to synthesize it. The reactants are: [O:1]1[CH:5]=[CH:4][CH:3]=[C:2]1[CH2:6][O:7][CH2:8][C:9]1[CH:10]=[C:11]([CH:14]=[CH:15][CH:16]=1)[CH2:12][NH2:13].[C:17](Cl)(Cl)=[O:18].[S:21]1[C:25]2=[N:26][CH:27]=[CH:28][CH:29]=[C:24]2[C:23]([OH:30])=[N:22]1. (3) Given the product [Cl:15][C:8]1[N:7]=[CH:6][C:5]([C:4]([O:3][CH2:1][CH3:2])=[O:16])=[C:10]([NH:28][CH2:27][CH2:26][C:25]([CH3:30])([CH3:29])[CH3:24])[C:9]=1[N+:12]([O-:14])=[O:13], predict the reactants needed to synthesize it. The reactants are: [CH2:1]([O:3][C:4](=[O:16])[C:5]1[C:10](Cl)=[C:9]([N+:12]([O-:14])=[O:13])[C:8]([Cl:15])=[N:7][CH:6]=1)[CH3:2].CCN(CC)CC.[CH3:24][C:25]([CH3:30])([CH3:29])[CH2:26][CH2:27][NH2:28]. (4) Given the product [F:23][C:2]([F:1])([F:22])[C:3]1[CH:17]=[C:16]([C:18]([F:20])([F:21])[F:19])[CH:15]=[CH:14][C:4]=1[CH2:5][N:6]1[CH2:7][CH2:8][CH:9](/[CH:12]=[C:34]2/[C:30]([NH:29][CH2:28][CH2:27][N:26]([CH2:36][CH3:37])[CH2:24][CH3:25])=[N:31][C:32](=[O:35])[S:33]/2)[CH2:10][CH2:11]1, predict the reactants needed to synthesize it. The reactants are: [F:1][C:2]([F:23])([F:22])[C:3]1[CH:17]=[C:16]([C:18]([F:21])([F:20])[F:19])[CH:15]=[CH:14][C:4]=1[CH2:5][N:6]1[CH2:11][CH2:10][CH:9]([CH:12]=O)[CH2:8][CH2:7]1.[CH2:24]([N:26]([CH2:36][CH3:37])[CH2:27][CH2:28][NH:29][C:30]1[CH2:34][S:33][C:32](=[O:35])[N:31]=1)[CH3:25].CC(C)([O-])C.[K+]. (5) Given the product [CH3:1][O:2][C:3](=[O:20])[C:4]([S:11]([C:14]1[CH:15]=[CH:16][CH:17]=[CH:18][CH:19]=1)(=[O:12])=[O:13])([CH:5]1[CH2:9][CH2:8][C:7](=[O:10])[CH2:6]1)[CH3:23], predict the reactants needed to synthesize it. The reactants are: [CH3:1][O:2][C:3](=[O:20])[CH:4]([S:11]([C:14]1[CH:19]=[CH:18][CH:17]=[CH:16][CH:15]=1)(=[O:13])=[O:12])[CH:5]1[CH2:9][CH2:8][C:7](=[O:10])[CH2:6]1.[H-].[Na+].[CH3:23]I.O. (6) Given the product [OH:1][C@@:2]([C:32]1[CH:33]=[C:34]2[C:39](=[CH:40][CH:41]=1)[CH:38]=[C:37]([C:42]([NH:44][CH3:45])=[O:43])[CH:36]=[CH:35]2)([C:8]1[N:9]=[CH:10][N:11]([C:13]([C:20]2[CH:25]=[CH:24][CH:23]=[CH:22][CH:21]=2)([C:26]2[CH:27]=[CH:28][CH:29]=[CH:30][CH:31]=2)[C:14]2[CH:19]=[CH:18][CH:17]=[CH:16][CH:15]=2)[CH:12]=1)[CH2:3][CH2:4][OH:5], predict the reactants needed to synthesize it. The reactants are: [OH:1][C@@:2]([C:32]1[CH:41]=[CH:40][C:39]2[C:34](=[CH:35][CH:36]=[C:37]([C:42]([NH:44][CH3:45])=[O:43])[CH:38]=2)[CH:33]=1)([C:8]1[N:9]=[CH:10][N:11]([C:13]([C:26]2[CH:31]=[CH:30][CH:29]=[CH:28][CH:27]=2)([C:20]2[CH:25]=[CH:24][CH:23]=[CH:22][CH:21]=2)[C:14]2[CH:19]=[CH:18][CH:17]=[CH:16][CH:15]=2)[CH:12]=1)[CH2:3][C:4](OC)=[O:5].O.Cl. (7) Given the product [Ag:21].[NH2:1][C:2]1[N:6]=[N:5][N:4]([S:7][CH2:8][C:9]2[CH:10]=[CH:11][CH:12]=[CH:13][CH:14]=2)[CH:3]=1, predict the reactants needed to synthesize it. The reactants are: [NH2:1][C:2]1[N:6]=[N:5][N:4]([S:7][CH2:8][C:9]2[CH:14]=[CH:13][CH:12]=[CH:11][CH:10]=2)[CH:3]=1.[OH-].[Na+].[N+]([O-])([O-])=O.[Ag+:21]. (8) Given the product [F:43][C:42]([F:45])([F:44])[C:40]([OH:46])=[O:41].[F:43][C:42]([F:45])([F:44])[C:40]([OH:46])=[O:41].[Cl:1][C:2]1[CH:3]=[CH:4][C:5]([CH2:6][N:7]2[CH2:12][CH2:11][CH:10]([NH:13][CH2:14][C@:15]([CH3:27])([OH:28])[CH2:16][O:17][C:18]3[CH:23]=[CH:22][CH:21]=[CH:20][C:19]=3[CH2:24][C:25]3[NH:33][N:32]=[N:31][N:26]=3)[CH2:9][CH2:8]2)=[CH:29][CH:30]=1, predict the reactants needed to synthesize it. The reactants are: [Cl:1][C:2]1[CH:30]=[CH:29][C:5]([CH2:6][N:7]2[CH2:12][CH2:11][CH:10]([NH:13][CH2:14][C@@:15]([OH:28])([CH3:27])[CH2:16][O:17][C:18]3[CH:23]=[CH:22][CH:21]=[CH:20][C:19]=3[CH2:24][C:25]#[N:26])[CH2:9][CH2:8]2)=[CH:4][CH:3]=1.[N-:31]=[N+:32]=[N-:33].[Na+].[NH4+].[Cl-].C(#N)C.[C:40]([OH:46])([C:42]([F:45])([F:44])[F:43])=[O:41]. (9) Given the product [C:1]([C:3]1[C:19]([OH:20])=[C:18]([OH:21])[CH:17]=[C:16]([C:22]#[N:23])[C:4]=1[CH2:5][C:6]1[CH:11]=[CH:10][C:9]([CH2:12][C:13]([N:26]([CH2:27][CH3:28])[CH2:24][CH3:25])=[O:15])=[CH:8][CH:7]=1)#[N:2], predict the reactants needed to synthesize it. The reactants are: [C:1]([C:3]1[C:19]([OH:20])=[C:18]([OH:21])[CH:17]=[C:16]([C:22]#[N:23])[C:4]=1[CH2:5][C:6]1[CH:11]=[CH:10][C:9]([CH2:12][C:13]([OH:15])=O)=[CH:8][CH:7]=1)#[N:2].[CH2:24]([NH:26][CH2:27][CH3:28])[CH3:25].S(Cl)(Cl)=O.